Dataset: Catalyst prediction with 721,799 reactions and 888 catalyst types from USPTO. Task: Predict which catalyst facilitates the given reaction. (1) Product: [ClH:37].[CH2:30]([O:29][C:24]1[C:25]([O:27][CH3:28])=[CH:26][C:21]([C:19]([C:14]2[C:13]3[C:18](=[C:9]([OH:8])[C:10]([O:34][CH2:35][CH3:36])=[CH:11][CH:12]=3)[CH:17]=[N:16][CH:15]=2)=[O:20])=[CH:22][C:23]=1[O:32][CH3:33])[CH3:31]. Reactant: C([O:8][C:9]1[C:10]([O:34][CH2:35][CH3:36])=[CH:11][CH:12]=[C:13]2[C:18]=1[CH:17]=[N:16][CH:15]=[C:14]2[C:19]([C:21]1[CH:26]=[C:25]([O:27][CH3:28])[C:24]([O:29][CH2:30][CH3:31])=[C:23]([O:32][CH3:33])[CH:22]=1)=[O:20])C1C=CC=CC=1.[ClH:37].C([O-])([O-])=O.[K+].[K+].CO. The catalyst class is: 14. (2) The catalyst class is: 3. Product: [CH2:21]([O:20][C:18](=[O:19])[CH:17]([O:9][C:4]1[CH:5]=[CH:6][C:7]([F:8])=[C:2]([F:1])[CH:3]=1)[CH3:23])[CH3:22]. Reactant: [F:1][C:2]1[CH:3]=[C:4]([OH:9])[CH:5]=[CH:6][C:7]=1[F:8].C([O-])([O-])=O.[Cs+].[Cs+].Br[CH:17]([CH3:23])[C:18]([O:20][CH2:21][CH3:22])=[O:19]. (3) Reactant: [CH2:1]([O:3][C:4]([N:6]1[C:12]2[CH:13]=[CH:14][C:15]([N+:17]([O-])=O)=[CH:16][C:11]=2[O:10][CH2:9][CH2:8][CH2:7]1)=[O:5])[CH3:2].CO. Product: [CH2:1]([O:3][C:4]([N:6]1[C:12]2[CH:13]=[CH:14][C:15]([NH2:17])=[CH:16][C:11]=2[O:10][CH2:9][CH2:8][CH2:7]1)=[O:5])[CH3:2]. The catalyst class is: 45. (4) Reactant: Cl.[CH3:2][O:3][C:4](=[O:9])[CH2:5][CH2:6][CH2:7][NH2:8].[Cl:10][C:11]1[CH:12]=[C:13]([CH:16]=[CH:17][CH:18]=1)[CH:14]=O.[O-]S([O-])(=O)=O.[Mg+2].[BH4-].[Na+]. Product: [ClH:10].[CH3:2][O:3][C:4](=[O:9])[CH2:5][CH2:6][CH2:7][NH:8][CH2:14][C:13]1[CH:16]=[CH:17][CH:18]=[C:11]([Cl:10])[CH:12]=1. The catalyst class is: 36.